Dataset: Forward reaction prediction with 1.9M reactions from USPTO patents (1976-2016). Task: Predict the product of the given reaction. (1) The product is: [CH3:36][C:33]12[CH2:32][CH:31]3[CH2:37][C:27]([CH3:26])([CH2:28][C:29]([C:38]45[CH2:47][CH:42]6[CH2:41][CH:40]([CH2:46][C:44]([C:19]78[CH2:21][C:15]9([CH3:24])[CH2:14][CH:13]([CH2:22][C:17]([CH3:23])([CH2:16]9)[CH2:18]7)[CH2:20]8)([CH2:43]6)[CH2:45]4)[CH2:39]5)([CH2:30]3)[CH2:35]1)[CH2:34]2. Given the reactants BrC12CC3CC(CC(C3)C1)C2.Br[C:13]12[CH2:22][C:17]3([CH3:23])[CH2:18][CH:19]([CH2:21][C:15]([CH3:24])([CH2:16]3)[CH2:14]1)[CH2:20]2.[Na].[CH3:26][C:27]12[CH2:37][CH:31]3[CH2:32][C:33]([CH3:36])([CH2:35][C:29]([C:38]45[CH2:47][CH:42]6[CH2:43][CH:44]([CH2:46][CH:40]([CH2:41]6)[CH2:39]4)[CH2:45]5)([CH2:30]3)[CH2:28]1)[CH2:34]2.BrBr.BrC12CC3CC(CC(C45CC6(C)CC(CC(C)(C6)C4)C5)(C3)C1)C2, predict the reaction product. (2) Given the reactants [C:1]([O:5][C:6]([N:8]1[CH2:13][CH2:12][CH:11]([C:14](=O)[CH3:15])[CH2:10][CH2:9]1)=[O:7])([CH3:4])([CH3:3])[CH3:2].[NH2:17][C:18]1[C:23]([CH:24]=O)=[CH:22][CH:21]=[CH:20][N:19]=1.N1CCC[C@H]1C(O)=O, predict the reaction product. The product is: [C:1]([O:5][C:6]([N:8]1[CH2:13][CH2:12][CH:11]([C:14]2[CH:15]=[CH:24][C:23]3[C:18](=[N:19][CH:20]=[CH:21][CH:22]=3)[N:17]=2)[CH2:10][CH2:9]1)=[O:7])([CH3:4])([CH3:3])[CH3:2]. (3) Given the reactants C([O:3][C:4](=[O:24])[C:5]([O:15][C:16]1[CH:21]=[CH:20][CH:19]=[C:18]([O:22][CH3:23])[CH:17]=1)([CH3:14])[CH2:6][C:7]1[CH:12]=[CH:11][C:10]([OH:13])=[CH:9][CH:8]=1)C.[CH3:25][C:26]1[O:30][C:29]([C:31]2[S:32][CH:33]=[CH:34][CH:35]=2)=[N:28][C:27]=1[CH2:36][CH2:37]OS(C1C=CC(C)=CC=1)(=O)=O, predict the reaction product. The product is: [CH3:23][O:22][C:18]1[CH:17]=[C:16]([CH:21]=[CH:20][CH:19]=1)[O:15][C:5]([CH3:14])([CH2:6][C:7]1[CH:8]=[CH:9][C:10]([O:13][CH2:37][CH2:36][C:27]2[N:28]=[C:29]([C:31]3[S:32][CH:33]=[CH:34][CH:35]=3)[O:30][C:26]=2[CH3:25])=[CH:11][CH:12]=1)[C:4]([OH:3])=[O:24].